This data is from Reaction yield outcomes from USPTO patents with 853,638 reactions. The task is: Predict the reaction yield, written as a fraction of the theoretical maximum amount of product (1.0 means a 100% yield; for example, 0.34 means a 34% yield). (1) The reactants are O[CH2:2][CH2:3][NH:4][C:5](=[O:11])[O:6][C:7]([CH3:10])([CH3:9])[CH3:8].C(N(CC)CC)C.CS(Cl)(=O)=O.[N-:24]=[N+:25]=[N-:26].[Na+]. The catalyst is C1(C)C=CC=CC=1.[Br-].C([N+](CCCC)(CCCC)CCCC)CCC.O.CCOCC. The product is [N:24]([CH2:2][CH2:3][NH:4][C:5](=[O:11])[O:6][C:7]([CH3:10])([CH3:9])[CH3:8])=[N+:25]=[N-:26]. The yield is 0.266. (2) The reactants are C([N:8]1[CH2:13][CH2:12][CH2:11][CH:10]([NH:14][C@@H:15]2[CH2:20][CH2:19][CH2:18][CH2:17][C@H:16]2[NH:21][C:22]([NH:24][C:25]2[CH:30]=[CH:29][CH:28]=[CH:27][CH:26]=2)=[O:23])[CH2:9]1)C1C=CC=CC=1.[H][H]. The catalyst is Cl.[OH-].[OH-].[Pd+2].CO. The product is [C:25]1([NH:24][C:22]([NH:21][C@@H:16]2[CH2:17][CH2:18][CH2:19][CH2:20][C@H:15]2[NH:14][CH:10]2[CH2:11][CH2:12][CH2:13][NH:8][CH2:9]2)=[O:23])[CH:26]=[CH:27][CH:28]=[CH:29][CH:30]=1. The yield is 0.960. (3) The reactants are [CH3:1][N:2]1[C:7](=[O:8])[C:6]([NH:9][C:10]2[CH:15]=[CH:14][C:13]([N:16]3[CH2:21][CH2:20][N:19]([CH:22]4[CH2:25][O:24][CH2:23]4)[CH2:18][CH2:17]3)=[CH:12][N:11]=2)=[CH:5][C:4]([C:26]2[N:33]=[CH:32][CH:31]=[C:30]([N:34]3[CH2:46][CH2:45][N:37]4[C:38]5[CH2:39][CH2:40][CH2:41][CH2:42][C:43]=5[CH:44]=[C:36]4[C:35]3=[O:47])[C:27]=2[CH:28]=[O:29])=[CH:3]1.[BH4-].[Na+]. The catalyst is CO. The product is [OH:29][CH2:28][C:27]1[C:26]([C:4]2[CH:5]=[C:6]([NH:9][C:10]3[CH:15]=[CH:14][C:13]([N:16]4[CH2:17][CH2:18][N:19]([CH:22]5[CH2:23][O:24][CH2:25]5)[CH2:20][CH2:21]4)=[CH:12][N:11]=3)[C:7](=[O:8])[N:2]([CH3:1])[CH:3]=2)=[N:33][CH:32]=[CH:31][C:30]=1[N:34]1[CH2:46][CH2:45][N:37]2[C:38]3[CH2:39][CH2:40][CH2:41][CH2:42][C:43]=3[CH:44]=[C:36]2[C:35]1=[O:47]. The yield is 0.160.